Dataset: Full USPTO retrosynthesis dataset with 1.9M reactions from patents (1976-2016). Task: Predict the reactants needed to synthesize the given product. (1) Given the product [Cl:13][C:14]1[C:15]([N+:21]([O-:23])=[O:22])=[C:16]2[C:18]([C:6](=[O:7])[C:5](=[O:9])[NH:17]2)=[CH:19][CH:20]=1, predict the reactants needed to synthesize it. The reactants are: C(O[CH:5]([O:9]C(=O)C)[C:6](Cl)=[O:7])(=O)C.[Cl:13][C:14]1[C:15]([N+:21]([O-:23])=[O:22])=[C:16]([CH:18]=[CH:19][CH:20]=1)[NH2:17].C(=O)([O-])O.[K+].[Cl-].O[NH3+].S(=O)(=O)(O)O. (2) Given the product [C:5](/[N:6]=[C:17](\[S:18][CH3:1])/[NH:16][C:14]1[CH:15]=[C:8]([Cl:7])[C:9]([C:10]#[N:11])=[C:12]([Cl:19])[CH:13]=1)#[N:4], predict the reactants needed to synthesize it. The reactants are: [CH3:1][O-].[Na+].[N:4]#[C:5][NH2:6].[Cl:7][C:8]1[CH:15]=[C:14]([N:16]=[C:17]=[S:18])[CH:13]=[C:12]([Cl:19])[C:9]=1[C:10]#[N:11].CI. (3) Given the product [I:23][C:18]1[CH:17]=[C:16]([C:15]2[NH:1][C:2]3[CH:7]=[C:6]([N:8]4[CH:12]=[C:11]([CH3:13])[N:10]=[CH:9]4)[CH:5]=[CH:4][C:3]=3[N:14]=2)[CH:21]=[CH:20][C:19]=1[CH3:22], predict the reactants needed to synthesize it. The reactants are: [NH2:1][C:2]1[CH:7]=[C:6]([N:8]2[CH:12]=[C:11]([CH3:13])[N:10]=[CH:9]2)[CH:5]=[CH:4][C:3]=1[NH:14][C:15](=O)[C:16]1[CH:21]=[CH:20][C:19]([CH3:22])=[C:18]([I:23])[CH:17]=1. (4) The reactants are: [F:1][C:2]1[CH:10]=[CH:9][C:8]2[NH:7][C:6]3[CH:11]=[CH:12][NH:13][C:14](=[O:15])[C:5]=3[C:4]=2[CH:3]=1.Cl[CH2:17][C:18]1[CH:23]=[CH:22][C:21]([O:24][CH3:25])=[CH:20][CH:19]=1.[H-].[Na+]. Given the product [F:1][C:2]1[CH:10]=[CH:9][C:8]2[N:7]([CH2:17][C:18]3[CH:23]=[CH:22][C:21]([O:24][CH3:25])=[CH:20][CH:19]=3)[C:6]3[CH:11]=[CH:12][NH:13][C:14](=[O:15])[C:5]=3[C:4]=2[CH:3]=1, predict the reactants needed to synthesize it. (5) Given the product [CH3:17][C:18]1[CH:26]=[CH:25][CH:24]=[C:23]2[C:19]=1[C:20](=[CH:28][NH:16][C:13]1[CH:12]=[CH:11][C:10]([O:9][CH2:8][CH:4]3[CH2:5][CH2:6][CH2:7][N:2]([CH3:1])[CH2:3]3)=[CH:15][CH:14]=1)[C:21](=[O:27])[NH:22]2, predict the reactants needed to synthesize it. The reactants are: [CH3:1][N:2]1[CH2:7][CH2:6][CH2:5][CH:4]([CH2:8][O:9][C:10]2[CH:15]=[CH:14][C:13]([NH2:16])=[CH:12][CH:11]=2)[CH2:3]1.[CH3:17][C:18]1[CH:26]=[CH:25][CH:24]=[C:23]2[C:19]=1[C:20](=[CH:28]O)[C:21](=[O:27])[NH:22]2.